This data is from Full USPTO retrosynthesis dataset with 1.9M reactions from patents (1976-2016). The task is: Predict the reactants needed to synthesize the given product. (1) Given the product [Br:2][CH:3]([C:7]([O:9][C:10]([CH3:13])([CH3:12])[CH3:11])=[O:8])[CH2:4][NH2:5], predict the reactants needed to synthesize it. The reactants are: Br.[Br:2][CH2:3][CH2:4][NH2:5].O.[C:7](O[C:7]([O:9][C:10]([CH3:13])([CH3:12])[CH3:11])=[O:8])([O:9][C:10]([CH3:13])([CH3:12])[CH3:11])=[O:8].[OH-].[Na+]. (2) Given the product [CH3:7][O:8][C:9]1[CH:14]=[CH:13][C:12]([CH:15]2[CH:19]([CH2:18][C:20]([F:23])([F:22])[F:21])[NH:16]2)=[CH:11][C:10]=1[O:24][CH2:25][CH2:26][CH2:27][O:28][CH3:29], predict the reactants needed to synthesize it. The reactants are: [H-].[H-].[H-].[H-].[Li+].[Al+3].[CH3:7][O:8][C:9]1[CH:14]=[CH:13][C:12]([C:15]2[CH:19]=[C:18]([C:20]([F:23])([F:22])[F:21])O[N:16]=2)=[CH:11][C:10]=1[O:24][CH2:25][CH2:26][CH2:27][O:28][CH3:29]. (3) Given the product [NH2:16][C:17]1[CH:18]=[C:19]([CH:23]=[CH:24][N:25]=1)[C:20]([NH:8][C:4]1[CH:5]=[N:6][CH:7]=[C:2]([Br:1])[CH:3]=1)=[O:21].[Br:1][C:2]1[CH:3]=[C:4]([NH:8][C:20](=[O:22])[C:19]2[CH:23]=[CH:24][N:25]=[C:17]([NH:16][C:14]([CH:9]3[CH2:10][CH2:11][CH2:12][CH2:13]3)=[O:15])[CH:18]=2)[CH:5]=[N:6][CH:7]=1, predict the reactants needed to synthesize it. The reactants are: [Br:1][C:2]1[CH:3]=[C:4]([NH2:8])[CH:5]=[N:6][CH:7]=1.[CH:9]1([C:14]([NH:16][C:17]2[CH:18]=[C:19]([CH:23]=[CH:24][N:25]=2)[C:20]([OH:22])=[O:21])=[O:15])[CH2:13][CH2:12][CH2:11][CH2:10]1.CCN(C(C)C)C(C)C.CN(C(ON1N=NC2C=CC=NC1=2)=[N+](C)C)C.F[P-](F)(F)(F)(F)F. (4) Given the product [Cl:1][C:2]1[CH:7]=[C:6]2[NH:8][C:9](=[O:32])[C:10]3([CH:15]([C:16]4[CH:21]=[CH:20][CH:19]=[C:18]([Cl:22])[CH:17]=4)[CH2:14][C:13](=[O:23])[N:12]([CH2:47][C:46]([O:45][C:41]([CH3:44])([CH3:43])[CH3:42])=[O:49])[CH:11]3[C:24]3[CH:29]=[C:28]([F:30])[CH:27]=[CH:26][C:25]=3[CH3:31])[C:5]2=[CH:4][CH:3]=1.[CH3:33][O:34][CH:35]([Si:37]([CH3:40])([CH3:39])[CH3:38])[CH3:36], predict the reactants needed to synthesize it. The reactants are: [Cl:1][C:2]1[CH:7]=[C:6]2[NH:8][C:9](=[O:32])[C:10]3([CH:15]([C:16]4[CH:21]=[CH:20][CH:19]=[C:18]([Cl:22])[CH:17]=4)[CH2:14][C:13](=[O:23])[NH:12][CH:11]3[C:24]3[CH:29]=[C:28]([F:30])[CH:27]=[CH:26][C:25]=3[CH3:31])[C:5]2=[CH:4][CH:3]=1.[CH3:33][O:34][CH:35]([Si:37]([CH3:40])([CH3:39])[CH3:38])[CH3:36].[C:41]([O:45][C:46](=[O:49])[CH2:47]Br)([CH3:44])([CH3:43])[CH3:42].C(=O)([O-])[O-].[Cs+].[Cs+].[NH4+].[Cl-]. (5) Given the product [N:11]1[N:12]2[CH2:17][CH2:16][NH:15][CH2:14][C:13]2=[C:9]([C:5]2[S:22][CH:8]=[CH:7][N:6]=2)[CH:10]=1, predict the reactants needed to synthesize it. The reactants are: FC(F)(F)C1[CH:8]=[CH:7][N:6]=[C:5]([C:9]2[CH:10]=[N:11][N:12]3[CH2:17][CH2:16][NH:15][CH2:14][C:13]=23)C=1.BrC1[S:22]C=CN=1.